Dataset: Forward reaction prediction with 1.9M reactions from USPTO patents (1976-2016). Task: Predict the product of the given reaction. (1) Given the reactants [Cl:1][C:2]1[C:3]([O:30][C@H:31]2[CH2:35][CH2:34][CH2:33][C@@H:32]2[C:36]2[N:40](C3CCCCO3)[N:39]=[CH:38][CH:37]=2)=[CH:4][C:5]([F:29])=[C:6]([S:8]([N:11](CC2C=CC(OC)=CC=2OC)[C:12]2[CH:17]=[CH:16][N:15]=[CH:14][N:13]=2)(=[O:10])=[O:9])[CH:7]=1.C([SiH](CC)CC)C.FC(F)(F)C(O)=O, predict the reaction product. The product is: [Cl:1][C:2]1[C:3]([O:30][C@H:31]2[CH2:35][CH2:34][CH2:33][C@@H:32]2[C:36]2[NH:40][N:39]=[CH:38][CH:37]=2)=[CH:4][C:5]([F:29])=[C:6]([S:8]([NH:11][C:12]2[CH:17]=[CH:16][N:15]=[CH:14][N:13]=2)(=[O:10])=[O:9])[CH:7]=1. (2) Given the reactants [CH3:1][O:2][C:3]1[CH:4]=[C:5]2[C:10](=[CH:11][C:12]=1[O:13][CH3:14])[N:9]=[CH:8][CH:7]=[C:6]2[O:15][C:16]1[C:22]([CH3:23])=[CH:21][C:19]([NH2:20])=[C:18]([CH3:24])[CH:17]=1.Cl[C:26](Cl)([O:28]C(=O)OC(Cl)(Cl)Cl)Cl.[O:37]1[CH2:42][CH2:41][N:40]([CH2:43][CH2:44][CH:45]([OH:49])[CH2:46][CH2:47][CH3:48])[CH2:39][CH2:38]1.C(=O)(O)[O-].[Na+], predict the reaction product. The product is: [CH3:1][O:2][C:3]1[CH:4]=[C:5]2[C:10](=[CH:11][C:12]=1[O:13][CH3:14])[N:9]=[CH:8][CH:7]=[C:6]2[O:15][C:16]1[C:22]([CH3:23])=[CH:21][C:19]([NH:20][C:26](=[O:28])[O:49][CH:45]([CH2:44][CH2:43][N:40]2[CH2:41][CH2:42][O:37][CH2:38][CH2:39]2)[CH2:46][CH2:47][CH3:48])=[C:18]([CH3:24])[CH:17]=1. (3) Given the reactants Cl[C:2]1[CH:7]=[C:6]([O:8][C:9]2[N:14]=[CH:13][C:12]([NH2:15])=[CH:11][CH:10]=2)[CH:5]=[CH:4][N:3]=1.[CH3:16][N:17]1[CH:21]=[C:20](B2OC(C)(C)C(C)(C)O2)[CH:19]=[N:18]1, predict the reaction product. The product is: [CH3:16][N:17]1[CH:21]=[C:20]([C:2]2[CH:7]=[C:6]([O:8][C:9]3[N:14]=[CH:13][C:12]([NH2:15])=[CH:11][CH:10]=3)[CH:5]=[CH:4][N:3]=2)[CH:19]=[N:18]1.